This data is from Catalyst prediction with 721,799 reactions and 888 catalyst types from USPTO. The task is: Predict which catalyst facilitates the given reaction. Reactant: [OH:1][C:2]1[CH:7]=[CH:6][C:5]([C:8](=[O:10])[CH3:9])=[CH:4][CH:3]=1.[CH:11](Br)([CH3:13])[CH3:12].C(=O)([O-])[O-].[K+].[K+]. Product: [CH:11]([O:1][C:2]1[CH:7]=[CH:6][C:5]([C:8](=[O:10])[CH3:9])=[CH:4][CH:3]=1)([CH3:13])[CH3:12]. The catalyst class is: 23.